This data is from Full USPTO retrosynthesis dataset with 1.9M reactions from patents (1976-2016). The task is: Predict the reactants needed to synthesize the given product. (1) Given the product [CH3:2][O:3][CH:4]=[CH:34][C:36]1[S:40][C:39]([O:41][C:42]2[CH:49]=[CH:48][C:45]([C:46]#[N:47])=[CH:44][CH:43]=2)=[CH:38][CH:37]=1, predict the reactants needed to synthesize it. The reactants are: [Cl-].[CH3:2][O:3][CH2:4][P+](C1C=CC=CC=1)(C1C=CC=CC=1)C1C=CC=CC=1.C[Si]([N-][Si](C)(C)C)(C)C.[K+].[CH:34]([C:36]1[S:40][C:39]([O:41][C:42]2[CH:49]=[CH:48][C:45]([C:46]#[N:47])=[CH:44][CH:43]=2)=[CH:38][CH:37]=1)=O. (2) The reactants are: [Br:1][C:2]1[CH:7]=[N:6][CH:5]=[C:4]([CH3:8])[N:3]=1.C1C(=O)N([Br:16])C(=O)C1.CC(N=NC(C#N)(C)C)(C#N)C.O. Given the product [Br:1][C:2]1[CH:7]=[N:6][CH:5]=[C:4]([CH2:8][Br:16])[N:3]=1, predict the reactants needed to synthesize it. (3) Given the product [Br:26][C:27]1[CH:28]=[N:29][C:30]([O:1][CH2:2][C:3]2[N:4]=[C:5]([CH:8]=[CH:9][C:10]3[CH:15]=[CH:14][C:13]([C:16]([F:19])([F:18])[F:17])=[CH:12][CH:11]=3)[O:6][CH:7]=2)=[N:31][CH:32]=1, predict the reactants needed to synthesize it. The reactants are: [OH:1][CH2:2][C:3]1[N:4]=[C:5]([CH:8]=[CH:9][C:10]2[CH:15]=[CH:14][C:13]([C:16]([F:19])([F:18])[F:17])=[CH:12][CH:11]=2)[O:6][CH:7]=1.CC([O-])(C)C.[Na+].[Br:26][C:27]1[CH:28]=[N:29][C:30](Cl)=[N:31][CH:32]=1.C(Cl)(Cl)Cl. (4) Given the product [CH:1]1[C:13]2[CH:12]([CH2:14][O:15][C:16]([NH:18][C@@H:19]([CH2:27][C:28]3[CH:29]=[N:30][C:31]([C:37]4[CH:38]=[CH:39][CH:40]=[CH:41][C:36]=4[CH3:35])=[CH:32][CH:33]=3)[C:20]([O:22][C:23]([CH3:26])([CH3:25])[CH3:24])=[O:21])=[O:17])[C:11]3[C:6](=[CH:7][CH:8]=[CH:9][CH:10]=3)[C:5]=2[CH:4]=[CH:3][CH:2]=1, predict the reactants needed to synthesize it. The reactants are: [CH:1]1[C:13]2[CH:12]([CH2:14][O:15][C:16]([NH:18][C@@H:19]([CH2:27][C:28]3[CH:29]=[N:30][C:31](Br)=[CH:32][CH:33]=3)[C:20]([O:22][C:23]([CH3:26])([CH3:25])[CH3:24])=[O:21])=[O:17])[C:11]3[C:6](=[CH:7][CH:8]=[CH:9][CH:10]=3)[C:5]=2[CH:4]=[CH:3][CH:2]=1.[CH3:35][C:36]1[CH:41]=[CH:40][CH:39]=[CH:38][C:37]=1B(O)O.C(=O)([O-])[O-].[Na+].[Na+]. (5) Given the product [Cl:26][CH2:25][CH2:24][O:1][C:2]1[CH:3]=[C:4]2[C:9](=[CH:10][CH:11]=1)[N:8]=[CH:7][N:6]([C:12]1[CH:13]=[C:14]([CH:18]=[CH:19][C:20]=1[CH3:21])[C:15]([OH:17])=[O:16])[C:5]2=[O:22], predict the reactants needed to synthesize it. The reactants are: [OH:1][C:2]1[CH:3]=[C:4]2[C:9](=[CH:10][CH:11]=1)[N:8]=[CH:7][N:6]([C:12]1[CH:13]=[C:14]([CH:18]=[CH:19][C:20]=1[CH3:21])[C:15]([OH:17])=[O:16])[C:5]2=[O:22].Br[CH2:24][CH2:25][Cl:26].C(=O)([O-])[O-].[K+].[K+].[OH-].[Na+]. (6) Given the product [Br:1][C:2]1[N:3]=[C:4]2[CH:9]=[CH:10][N:8]([S:32]([C:35]3[CH:41]=[CH:40][C:38]([CH3:39])=[CH:37][CH:36]=3)(=[O:34])=[O:33])[C:5]2=[N:6][CH:7]=1, predict the reactants needed to synthesize it. The reactants are: [Br:1][C:2]1[N:3]=[C:4]([C:9]#[C:10][Si](C)(C)C)[C:5]([NH2:8])=[N:6][CH:7]=1.BrC1C(N)=NC=C(Br)N=1.C([Si](C)(C)C)#C.[H-].[Na+].[S:32](Cl)([C:35]1[CH:41]=[CH:40][C:38]([CH3:39])=[CH:37][CH:36]=1)(=[O:34])=[O:33].